Dataset: M1 muscarinic receptor agonist screen with 61,833 compounds. Task: Binary Classification. Given a drug SMILES string, predict its activity (active/inactive) in a high-throughput screening assay against a specified biological target. The molecule is Clc1ccc(c2oc(SCC(OCC(=O)NCc3cc4OCOc4cc3)=O)nn2)cc1. The result is 0 (inactive).